This data is from Forward reaction prediction with 1.9M reactions from USPTO patents (1976-2016). The task is: Predict the product of the given reaction. (1) Given the reactants [Cl:1][C:2]1[CH:7]=[CH:6][N:5]=[C:4]2[NH:8][C:9]([C:11]3[CH:16]=[CH:15][C:14]([CH2:17][N:18]4[CH2:23][CH2:22][O:21][CH2:20][CH2:19]4)=[CH:13][CH:12]=3)=[N:10][C:3]=12.[CH3:24][NH:25][C:26]([C:28]1[CH:33]=[CH:32][C:31](B(O)O)=[CH:30][CH:29]=1)=[O:27].C(=O)([O-])[O-].[Na+].[Na+], predict the reaction product. The product is: [ClH:1].[CH3:24][NH:25][C:26](=[O:27])[C:28]1[CH:33]=[CH:32][C:31]([C:2]2[CH:7]=[CH:6][N:5]=[C:4]3[NH:8][C:9]([C:11]4[CH:16]=[CH:15][C:14]([CH2:17][N:18]5[CH2:23][CH2:22][O:21][CH2:20][CH2:19]5)=[CH:13][CH:12]=4)=[N:10][C:3]=23)=[CH:30][CH:29]=1. (2) Given the reactants [O:1]=[C:2]1[NH:7][CH:6]=[C:5]([C:8]2[CH:18]=[CH:17][C:11]([C:12]([O:14][CH2:15][CH3:16])=[O:13])=[CH:10][CH:9]=2)[CH:4]=[CH:3]1, predict the reaction product. The product is: [O:1]=[C:2]1[NH:7][CH2:6][CH:5]([C:8]2[CH:18]=[CH:17][C:11]([C:12]([O:14][CH2:15][CH3:16])=[O:13])=[CH:10][CH:9]=2)[CH2:4][CH2:3]1. (3) Given the reactants COC(=O)CSCC1[C:16]2[C:11](=[CH:12][CH:13]=[C:14](C3C=CC=CC=3OC)[CH:15]=2)[NH:10]C(C)(C)C=1.Br[CH2:29][C:30]1[C:39]2[C:34](=[CH:35][CH:36]=[C:37]([C:40]3[CH:45]=[CH:44][CH:43]=[CH:42][C:41]=3[O:46][CH3:47])[CH:38]=2)[NH:33][C:32]([CH3:49])([CH3:48])[CH:31]=1.C(=O)([O-])[O-].[K+].[K+].SCCC(OC)=O, predict the reaction product. The product is: [CH3:47][O:46][C:41]1[CH:42]=[CH:43][CH:44]=[CH:45][C:40]=1[C:37]1[CH:38]=[C:39]2[C:34](=[CH:35][CH:36]=1)[NH:33][C:32]([CH3:49])([CH3:48])[CH:31]=[C:30]2[CH2:29][NH:10][C:11]1[CH:16]=[CH:15][CH:14]=[CH:13][CH:12]=1. (4) Given the reactants [H-].[Na+].[CH3:3][O:4][C:5]1[CH:6]=[C:7]([OH:18])[CH:8]=[CH:9][C:10]=1[CH2:11][N:12]1[CH2:17][CH2:16][O:15][CH2:14][CH2:13]1.CS(O[CH:24]1[CH2:27][N:26]([C:28]([O:30][C:31]([CH3:34])([CH3:33])[CH3:32])=[O:29])[CH2:25]1)(=O)=O.[OH-].[Na+], predict the reaction product. The product is: [CH3:3][O:4][C:5]1[CH:6]=[C:7]([CH:8]=[CH:9][C:10]=1[CH2:11][N:12]1[CH2:17][CH2:16][O:15][CH2:14][CH2:13]1)[O:18][CH:24]1[CH2:25][N:26]([C:28]([O:30][C:31]([CH3:34])([CH3:33])[CH3:32])=[O:29])[CH2:27]1. (5) Given the reactants [C:1](=[O:35])([O:24][CH2:25][CH2:26][CH2:27][CH2:28][CH2:29][CH2:30][O:31][N+:32]([O-:34])=[O:33])[O:2][CH2:3]/[C:4](/[C:14]1[CH:19]=[CH:18][C:17]([S:20]([CH3:23])(=[O:22])=[O:21])=[CH:16][CH:15]=1)=[C:5](/[C:8]1[CH:13]=[CH:12][CH:11]=[CH:10][CH:9]=1)\[CH2:6][OH:7].CC(OI1(OC(C)=O)(OC(C)=O)OC(=O)C2C=CC=CC1=2)=[O:38].CC(=CC)C.P(=O)(O)(O)O.[O-]Cl=O.[Na+], predict the reaction product. The product is: [CH3:23][S:20]([C:17]1[CH:18]=[CH:19][C:14](/[C:4](/[CH2:3][O:2][C:1]([O:24][CH2:25][CH2:26][CH2:27][CH2:28][CH2:29][CH2:30][O:31][N+:32]([O-:34])=[O:33])=[O:35])=[C:5](\[C:8]2[CH:9]=[CH:10][CH:11]=[CH:12][CH:13]=2)/[C:6]([OH:38])=[O:7])=[CH:15][CH:16]=1)(=[O:21])=[O:22].